This data is from Forward reaction prediction with 1.9M reactions from USPTO patents (1976-2016). The task is: Predict the product of the given reaction. Given the reactants [Cl:1][C:2]1[CH:7]=[CH:6][CH:5]=[C:4]([Cl:8])[C:3]=1[N:9]1[C:13]([CH2:14][O:15][C:16]2[CH:21]=[CH:20][C:19]([NH:22][CH3:23])=[C:18]([CH3:24])[CH:17]=2)=[C:12]([CH:25]([CH3:27])[CH3:26])[CH:11]=[N:10]1.[CH3:28][O:29][C:30](=[O:40])[CH2:31][C:32]1[CH:37]=[CH:36][C:35]([CH2:38]Br)=[CH:34][CH:33]=1.C(=O)([O-])[O-].[Cs+].[Cs+], predict the reaction product. The product is: [CH3:28][O:29][C:30](=[O:40])[CH2:31][C:32]1[CH:37]=[CH:36][C:35]([CH2:38][N:22]([C:19]2[CH:20]=[CH:21][C:16]([O:15][CH2:14][C:13]3[N:9]([C:3]4[C:4]([Cl:8])=[CH:5][CH:6]=[CH:7][C:2]=4[Cl:1])[N:10]=[CH:11][C:12]=3[CH:25]([CH3:27])[CH3:26])=[CH:17][C:18]=2[CH3:24])[CH3:23])=[CH:34][CH:33]=1.